Dataset: Forward reaction prediction with 1.9M reactions from USPTO patents (1976-2016). Task: Predict the product of the given reaction. (1) Given the reactants ClC1C=C(C=CC=1)C(OO)=O.[CH3:12][O:13][N:14]=[CH:15][CH2:16][CH2:17][CH2:18][N:19]1[C:31]2[C:30]3[N:29]=[CH:28][CH:27]=[CH:26][C:25]=3[N:24]=[CH:23][C:22]=2[N:21]=[C:20]1[CH2:32][CH2:33][CH3:34].[OH-].[NH4+:36].C1(C)C=CC(S(Cl)(=O)=O)=CC=1, predict the reaction product. The product is: [CH3:12][O:13][N:14]=[CH:15][CH2:16][CH2:17][CH2:18][N:19]1[C:31]2[C:30]3[N:29]=[CH:28][CH:27]=[CH:26][C:25]=3[N:24]=[C:23]([NH2:36])[C:22]=2[N:21]=[C:20]1[CH2:32][CH2:33][CH3:34]. (2) Given the reactants [F:1][C:2]([F:15])([F:14])[C:3]1[C:11]([C:12]#[N:13])=[CH:10][CH:9]=[C:8]2[C:4]=1[CH:5]=[CH:6][NH:7]2.Cl[CH2:17][C:18]1[O:22][N:21]=[C:20]([C:23]2[CH:28]=[CH:27][CH:26]=[CH:25][CH:24]=2)[CH:19]=1, predict the reaction product. The product is: [C:23]1([C:20]2[CH:19]=[C:18]([CH2:17][N:7]3[C:8]4[C:4](=[C:3]([C:2]([F:14])([F:1])[F:15])[C:11]([C:12]#[N:13])=[CH:10][CH:9]=4)[CH:5]=[CH:6]3)[O:22][N:21]=2)[CH:24]=[CH:25][CH:26]=[CH:27][CH:28]=1. (3) Given the reactants [CH2:1]([C:3]([C:21]1[S:25][C:24]([C:26](O)=[O:27])=[C:23]([CH3:29])[CH:22]=1)([C:6]1[CH:11]=[CH:10][C:9]([O:12][CH2:13][CH:14]([OH:19])[C:15]([CH3:18])([CH3:17])[CH3:16])=[C:8]([CH3:20])[CH:7]=1)[CH2:4][CH3:5])[CH3:2].Cl.[CH3:31][O:32][C:33](=[O:38])[C:34]([NH2:37])([CH3:36])[CH3:35], predict the reaction product. The product is: [CH3:31][O:32][C:33](=[O:38])[C:34]([NH:37][C:26]([C:24]1[S:25][C:21]([C:3]([CH2:4][CH3:5])([C:6]2[CH:11]=[CH:10][C:9]([O:12][CH2:13][CH:14]([OH:19])[C:15]([CH3:18])([CH3:17])[CH3:16])=[C:8]([CH3:20])[CH:7]=2)[CH2:1][CH3:2])=[CH:22][C:23]=1[CH3:29])=[O:27])([CH3:36])[CH3:35]. (4) Given the reactants [CH:1]1([CH2:6][CH:7]([C:11]2[CH:16]=[CH:15][C:14]([S:17]([CH3:20])(=[O:19])=[O:18])=[C:13]([N+:21]([O-:23])=[O:22])[CH:12]=2)[C:8]([OH:10])=O)[CH2:5][CH2:4][CH2:3][CH2:2]1.C(N(CC)CC)C.F[P-](F)(F)(F)(F)F.N1(O[P+](N(C)C)(N(C)C)N(C)C)C2C=CC=CC=2N=N1.S(O)(O)(=O)=O.[NH2:63][C:64]1[NH:65][CH:66]=[CH:67][N:68]=1.Cl, predict the reaction product. The product is: [CH:1]1([CH2:6][CH:7]([C:11]2[CH:16]=[CH:15][C:14]([S:17]([CH3:20])(=[O:18])=[O:19])=[C:13]([N+:21]([O-:23])=[O:22])[CH:12]=2)[C:8]([NH:63][C:64]2[NH:65][CH:66]=[CH:67][N:68]=2)=[O:10])[CH2:5][CH2:4][CH2:3][CH2:2]1. (5) Given the reactants [CH2:1](Cl)[C:2]1[CH:7]=[CH:6][CH:5]=[CH:4][CH:3]=1.[C:9]1([C:15]2([OH:21])[CH2:20][CH2:19][NH:18][CH2:17][CH2:16]2)[CH:14]=[CH:13][CH:12]=[CH:11][CH:10]=1.CC([O-])(C)C.[K+].CO, predict the reaction product. The product is: [CH2:1]([N:18]1[CH2:19][CH2:20][C:15]([OH:21])([C:9]2[CH:10]=[CH:11][CH:12]=[CH:13][CH:14]=2)[CH2:16][CH2:17]1)[C:2]1[CH:7]=[CH:6][CH:5]=[CH:4][CH:3]=1. (6) Given the reactants C(N(CC)CC)C.Cl.[NH:9]1[CH2:14][CH2:13][CH2:12][CH2:11][C:10]1=O.[CH2:16]([CH:18]([CH2:22][CH3:23])[C:19](Cl)=[O:20])[CH3:17].[OH-:24].[K+], predict the reaction product. The product is: [CH2:16]([CH:18]([CH2:22][CH3:23])[C:19]([N:9]1[CH2:14][CH2:13][C:12](=[O:24])[CH2:11][CH2:10]1)=[O:20])[CH3:17]. (7) The product is: [CH2:26]([O:25][C:23]([N:11]1[CH2:10][CH:9]2[CH2:14][CH:13]([N:8]2[C:6]([O:5][C:1]([CH3:4])([CH3:2])[CH3:3])=[O:7])[CH2:12]1)=[O:24])[CH2:27][CH3:28]. Given the reactants [C:1]([O:5][C:6]([N:8]1[CH:13]2[CH2:14][CH:9]1[CH2:10][NH:11][CH2:12]2)=[O:7])([CH3:4])([CH3:3])[CH3:2].C(N(CC)CC)C.Cl[C:23]([O:25][CH2:26][CH2:27][CH3:28])=[O:24], predict the reaction product.